Predict the product of the given reaction. From a dataset of Forward reaction prediction with 1.9M reactions from USPTO patents (1976-2016). (1) Given the reactants [CH3:1][O:2][C:3]([C:5]1[C:10](Br)=[C:9]([NH:12][CH2:13][C:14]2[O:15][CH:16]=[CH:17][CH:18]=2)[CH:8]=[C:7]([Cl:19])[N:6]=1)=[O:4].[CH3:20][Sn](C)(C)C.O, predict the reaction product. The product is: [CH3:1][O:2][C:3]([C:5]1[C:10]([CH3:20])=[C:9]([NH:12][CH2:13][C:14]2[O:15][CH:16]=[CH:17][CH:18]=2)[CH:8]=[C:7]([Cl:19])[N:6]=1)=[O:4]. (2) Given the reactants Br[C:2]1[C:7]2[S:8][C:9]([C:11]3[C:18]([Cl:19])=[CH:17][CH:16]=[CH:15][C:12]=3[C:13]#[N:14])=[N:10][C:6]=2[C:5]([F:20])=[CH:4][N:3]=1.C[Si](Br)(C)C.ClC1C(C2S[C:37]3[C:38](Cl)=[N:39][CH:40]=[C:41](F)[C:42]=3[N:43]=2)=C(C=CC=1)C#N.C(=O)(O)[O-].[Na+].C(#[N:54])CC, predict the reaction product. The product is: [Cl:19][C:18]1[C:11]([C:9]2[S:8][C:7]3[C:2]([NH:54][C:38]4[CH:37]=[C:42]([CH3:41])[N:43]=[CH:40][N:39]=4)=[N:3][CH:4]=[C:5]([F:20])[C:6]=3[N:10]=2)=[C:12]([CH:15]=[CH:16][CH:17]=1)[C:13]#[N:14]. (3) Given the reactants CCN(C(C)C)C(C)C.Cl[C:11]1[N:16]=[C:15]([Cl:17])[N:14]=[CH:13][N:12]=1.[CH3:18][S:19]([CH2:22][C:23]1[CH:24]=[C:25]([CH:27]=[CH:28][CH:29]=1)[NH2:26])(=[O:21])=[O:20], predict the reaction product. The product is: [Cl:17][C:15]1[N:14]=[CH:13][N:12]=[C:11]([NH:26][C:25]2[CH:27]=[CH:28][CH:29]=[C:23]([CH2:22][S:19]([CH3:18])(=[O:21])=[O:20])[CH:24]=2)[N:16]=1. (4) Given the reactants [CH2:1]([OH:15])[CH2:2][CH2:3][CH2:4][CH2:5][CH2:6][CH2:7][CH2:8][CH2:9][CH2:10][CH2:11][CH2:12][CH2:13][CH3:14].[C:16](O)(=[O:30])[CH2:17][CH2:18][CH2:19][CH2:20][CH2:21][CH2:22][CH2:23][CH2:24][CH2:25][CH2:26][CH2:27][CH2:28][CH3:29], predict the reaction product. The product is: [C:1]([O:30][CH2:16][CH2:17][CH2:18][CH2:19][CH2:20][CH2:21][CH2:22][CH2:23][CH2:24][CH2:25][CH2:26][CH2:27][CH2:28][CH3:29])(=[O:15])[CH2:2][CH2:3][CH2:4][CH2:5][CH2:6][CH2:7][CH2:8][CH2:9][CH2:10][CH2:11][CH2:12][CH2:13][CH3:14]. (5) Given the reactants [C:1]([O:5][C:6]([N:8]1[CH2:13][CH2:12][C:11]2[N:14]([CH2:18][O:19][CH2:20][CH2:21][Si:22]([CH3:25])([CH3:24])[CH3:23])[N:15]=[C:16](Br)[C:10]=2[CH2:9]1)=[O:7])([CH3:4])([CH3:3])[CH3:2].C([Sn](CCCC)(CCCC)[C:31]1[S:32][CH:33]=[CH:34][N:35]=1)CCC.CC(C1C=C(C(C)C)C(C2C=CC=CC=2P(C2CCCCC2)C2CCCCC2)=C(C(C)C)C=1)C, predict the reaction product. The product is: [S:32]1[CH:33]=[CH:34][N:35]=[C:31]1[C:16]1[C:10]2[CH2:9][N:8]([C:6]([O:5][C:1]([CH3:4])([CH3:3])[CH3:2])=[O:7])[CH2:13][CH2:12][C:11]=2[N:14]([CH2:18][O:19][CH2:20][CH2:21][Si:22]([CH3:25])([CH3:24])[CH3:23])[N:15]=1. (6) Given the reactants Br[C:2]1[S:3][C:4]2[C:10]([C:11]3[CH:16]=[CH:15][C:14]([Cl:17])=[CH:13][CH:12]=3)=[C:9]([C@H:18]([O:24][C:25]([CH3:28])([CH3:27])[CH3:26])[C:19]([O:21][CH2:22][CH3:23])=[O:20])[C:8]([CH3:29])=[CH:7][C:5]=2[N:6]=1.[Cl-].[Li+].[Cl:32][C:33]1[N:38]=[C:37]([Sn](CCCC)(CCCC)CCCC)[CH:36]=[CH:35][N:34]=1, predict the reaction product. The product is: [C:25]([O:24][C@@H:18]([C:9]1[C:8]([CH3:29])=[CH:7][C:5]2[N:6]=[C:2]([C:35]3[CH:36]=[CH:37][N:38]=[C:33]([Cl:32])[N:34]=3)[S:3][C:4]=2[C:10]=1[C:11]1[CH:16]=[CH:15][C:14]([Cl:17])=[CH:13][CH:12]=1)[C:19]([O:21][CH2:22][CH3:23])=[O:20])([CH3:28])([CH3:27])[CH3:26]. (7) Given the reactants [CH2:1]([NH:8][C:9](=[O:14])[CH2:10][C:11](=[O:13])[CH3:12])[C:2]1[CH:7]=[CH:6][CH:5]=[CH:4][CH:3]=1.[Br:15]Br.C(=O)(O)[O-].[Na+], predict the reaction product. The product is: [CH2:1]([NH:8][C:9](=[O:14])[CH2:10][C:11](=[O:13])[CH2:12][Br:15])[C:2]1[CH:7]=[CH:6][CH:5]=[CH:4][CH:3]=1. (8) Given the reactants [NH2:1][C:2]1[CH:3]=[CH:4][C:5]([F:17])=[C:6]([C@:8]2([CH3:16])[C@@H:13]([F:14])[CH2:12][O:11][C:10]([NH2:15])=[N:9]2)[CH:7]=1.[F:18][C:19]1[CH:20]=[CH:21][C:22]([C:25](O)=[O:26])=[N:23][CH:24]=1, predict the reaction product. The product is: [NH2:15][C:10]1[O:11][CH2:12][C@H:13]([F:14])[C@:8]([C:6]2[CH:7]=[C:2]([NH:1][C:25]([C:22]3[CH:21]=[CH:20][C:19]([F:18])=[CH:24][N:23]=3)=[O:26])[CH:3]=[CH:4][C:5]=2[F:17])([CH3:16])[N:9]=1.